Dataset: Full USPTO retrosynthesis dataset with 1.9M reactions from patents (1976-2016). Task: Predict the reactants needed to synthesize the given product. (1) Given the product [F:17][C:2]1([F:1])[CH:7]([OH:8])[CH2:6][CH2:5][N:4]([C:10]([O:12][C:13]([CH3:15])([CH3:14])[CH3:16])=[O:11])[CH2:3]1, predict the reactants needed to synthesize it. The reactants are: [F:1][C:2]1([F:17])[C:7](O)([OH:8])[CH2:6][CH2:5][N:4]([C:10]([O:12][C:13]([CH3:16])([CH3:15])[CH3:14])=[O:11])[CH2:3]1.[BH4-].[Na+].Cl.C([O-])(O)=O.[Na+]. (2) Given the product [C:18]1([C:17]2[N:25]=[C:2]([C:1]([OH:6])=[O:5])[CH:4]=[CH:8][N:24]=2)[CH:23]=[CH:22][CH:21]=[CH:20][CH:19]=1, predict the reactants needed to synthesize it. The reactants are: [C:1]([O:6]C)(=[O:5])[C:2]([CH3:4])=O.[CH3:8]OC(OC)N(C)C.Cl.[C:17]([NH2:25])(=[NH:24])[C:18]1[CH:23]=[CH:22][CH:21]=[CH:20][CH:19]=1.C[O-].[Na+]. (3) Given the product [Br:1][C:2]1[N:7]2[N:8]=[C:9]([CH2:23][CH3:24])[C:10]([NH:11][CH2:19][CH:20]3[CH2:21][CH2:22]3)=[C:6]2[CH:5]=[CH:4][CH:3]=1, predict the reactants needed to synthesize it. The reactants are: [Br:1][C:2]1[N:7]2[N:8]=[C:9]([CH2:23][CH3:24])[C:10]([N:11]([CH2:19][CH:20]3[CH2:22][CH2:21]3)C(=O)OC(C)(C)C)=[C:6]2[CH:5]=[CH:4][CH:3]=1.Cl.C(OCC)(=O)C.[OH-].[Na+]. (4) Given the product [F:25][C:26]1[CH:27]=[CH:28][C:29]([N:32]2[CH2:37][CH2:36][N:35]([C:11]3[N:10]([C:4]4[CH:5]=[C:6]([CH3:9])[CH:7]=[CH:8][C:3]=4[O:2][CH3:1])[CH:19]([CH2:20][C:21]([O:23][CH3:24])=[O:22])[C:14]4[CH:15]=[N:16][CH:17]=[CH:18][C:13]=4[N:12]=3)[CH2:34][CH2:33]2)=[CH:30][CH:31]=1, predict the reactants needed to synthesize it. The reactants are: [CH3:1][O:2][C:3]1[CH:8]=[CH:7][C:6]([CH3:9])=[CH:5][C:4]=1[N:10]=[C:11]=[N:12][C:13]1[CH:18]=[CH:17][N:16]=[CH:15][C:14]=1/[CH:19]=[CH:20]/[C:21]([O:23][CH3:24])=[O:22].[F:25][C:26]1[CH:31]=[CH:30][C:29]([N:32]2[CH2:37][CH2:36][NH:35][CH2:34][CH2:33]2)=[CH:28][CH:27]=1. (5) The reactants are: Cl[CH2:2][C@@H:3]([NH:13][C:14](=[O:16])[CH3:15])[CH2:4][C:5]1[CH:10]=[CH:9][C:8]([O:11][CH3:12])=[CH:7][CH:6]=1.[CH3:17][S-:18].[Na+]. Given the product [CH3:12][O:11][C:8]1[CH:9]=[CH:10][C:5]([CH2:4][C@H:3]([NH:13][C:14](=[O:16])[CH3:15])[CH2:2][S:18][CH3:17])=[CH:6][CH:7]=1, predict the reactants needed to synthesize it. (6) Given the product [CH2:1]([CH:3]1[C:8]([C:9]2[CH:24]=[CH:23][C:12]3[N:13]=[C:14]([C:16]4[CH:21]=[CH:20][C:19]([O:22][CH2:27][CH2:26][N:28]([CH2:29][CH3:30])[CH:32]([CH3:34])[CH3:33])=[CH:18][CH:17]=4)[O:15][C:11]=3[CH:10]=2)=[N:7][NH:6][C:5](=[O:25])[CH2:4]1)[CH3:2], predict the reactants needed to synthesize it. The reactants are: [CH2:1]([CH:3]1[C:8]([C:9]2[CH:24]=[CH:23][C:12]3[N:13]=[C:14]([C:16]4[CH:21]=[CH:20][C:19]([OH:22])=[CH:18][CH:17]=4)[O:15][C:11]=3[CH:10]=2)=[N:7][NH:6][C:5](=[O:25])[CH2:4]1)[CH3:2].[CH2:26]([N:28]([CH:32]([CH3:34])[CH3:33])[CH2:29][CH2:30]O)[CH3:27].C1(P(C2C=CC=CC=2)C2C=CC=CC=2)C=CC=CC=1.C1C=CC(COC(/N=N/C(OCC2C=CC=CC=2)=O)=O)=CC=1. (7) The reactants are: [OH:1][C:2]1[C:3]([C:8]([O:10][CH3:11])=[O:9])=[N:4][CH:5]=[CH:6][CH:7]=1.[Br:12]Br.C(Cl)Cl. Given the product [Br:12][C:5]1[N:4]=[C:3]([C:8]([O:10][CH3:11])=[O:9])[C:2]([OH:1])=[CH:7][CH:6]=1, predict the reactants needed to synthesize it. (8) Given the product [C:42]([N:37]1[CH2:38][CH2:39][CH2:40][CH2:41][CH:36]1[CH2:35][NH:34][C:32]([C:5]1[C:6]2[S:10][CH:9]=[C:8]([C:11]3[CH:16]=[CH:15][C:14]([NH:17][C:18]([C:20]4[N:21]([CH3:29])[C:22]5[C:27]([CH:28]=4)=[CH:26][CH:25]=[CH:24][CH:23]=5)=[O:19])=[C:13]([O:30][CH3:31])[CH:12]=3)[C:7]=2[C:2]([NH2:1])=[N:3][CH:4]=1)=[O:33])(=[O:44])[CH3:43], predict the reactants needed to synthesize it. The reactants are: [NH2:1][C:2]1[C:7]2[C:8]([C:11]3[CH:16]=[CH:15][C:14]([NH:17][C:18]([C:20]4[N:21]([CH3:29])[C:22]5[C:27]([CH:28]=4)=[CH:26][CH:25]=[CH:24][CH:23]=5)=[O:19])=[C:13]([O:30][CH3:31])[CH:12]=3)=[CH:9][S:10][C:6]=2[C:5]([C:32]([NH:34][CH2:35][CH:36]2[CH2:41][CH2:40][CH2:39][CH2:38][NH:37]2)=[O:33])=[CH:4][N:3]=1.[C:42](O)(=[O:44])[CH3:43]. (9) Given the product [ClH:36].[NH2:9][C:8]([NH:17][CH2:18][CH2:19][C:20]1[CH:21]=[CH:22][C:23]([C:26]2[N:27]=[C:28]([NH:31][C:32](=[O:34])[CH3:33])[S:29][CH:30]=2)=[CH:24][CH:25]=1)=[NH:7], predict the reactants needed to synthesize it. The reactants are: C(OC(=O)[NH:7][CH:8]([NH:17][CH2:18][CH2:19][C:20]1[CH:25]=[CH:24][C:23]([C:26]2[N:27]=[C:28]([NH:31][C:32](=[O:34])[CH3:33])[S:29][CH:30]=2)=[CH:22][CH:21]=1)[NH:9]C(=O)OC(C)(C)C)(C)(C)C.[ClH:36]. (10) The reactants are: [Si]([O:8][C@H:9]1[C@H:14]([NH:15][C:16](=[O:19])[CH2:17][Cl:18])[CH2:13][CH2:12][N:11]([C:20]2[CH:25]=[C:24]([C:26]#[N:27])[CH:23]=[C:22]([NH:28][C:29]3[N:34]=[C:33]([N:35]([CH:45]4[CH2:47][CH2:46]4)[CH2:36][C:37]4[CH:42]=[CH:41][C:40]([O:43][CH3:44])=[CH:39][CH:38]=4)[C:32]4=[N:48][CH:49]=[C:50]([C:51]#[N:52])[N:31]4[N:30]=3)[C:21]=2[Cl:53])[CH2:10]1)(C(C)(C)C)(C)C.CCCC[N+](CCCC)(CCCC)CCCC.[F-]. Given the product [Cl:18][CH2:17][C:16]([NH:15][C@@H:14]1[CH2:13][CH2:12][N:11]([C:20]2[CH:25]=[C:24]([C:26]#[N:27])[CH:23]=[C:22]([NH:28][C:29]3[N:34]=[C:33]([N:35]([CH:45]4[CH2:47][CH2:46]4)[CH2:36][C:37]4[CH:38]=[CH:39][C:40]([O:43][CH3:44])=[CH:41][CH:42]=4)[C:32]4=[N:48][CH:49]=[C:50]([C:51]#[N:52])[N:31]4[N:30]=3)[C:21]=2[Cl:53])[CH2:10][C@H:9]1[OH:8])=[O:19], predict the reactants needed to synthesize it.